Dataset: Full USPTO retrosynthesis dataset with 1.9M reactions from patents (1976-2016). Task: Predict the reactants needed to synthesize the given product. (1) Given the product [CH2:1]([C:2]1[CH:7]=[CH:6][N:5]=[C:4]([CH2:8][CH2:9][CH2:10][CH2:11][CH3:12])[CH:3]=1)[CH3:14], predict the reactants needed to synthesize it. The reactants are: [CH3:1][C:2]1[CH:7]=[CH:6][N:5]=[C:4]([CH2:8][CH2:9][CH2:10][CH2:11][CH3:12])[CH:3]=1.Cl[C:14]1C=C(CC)C=CN=1. (2) Given the product [CH3:19][C:13]1[CH:12]=[CH:11][C:10]2[C:9]([NH2:8])=[N:18][CH:17]=[CH:16][C:15]=2[N:14]=1, predict the reactants needed to synthesize it. The reactants are: C([NH:8][C:9]1[C:10]2[CH:11]=[CH:12][C:13]([CH3:19])=[N:14][C:15]=2[CH:16]=[CH:17][N:18]=1)C1C=CC=CC=1.[OH-].[Na+]. (3) Given the product [NH2:14][C:8]1([CH2:7][CH:6]([OH:17])[CH2:5][N:4]([CH2:3][CH2:2][OH:1])[CH3:18])[CH2:13][CH2:12][CH2:11][CH2:10][CH2:9]1, predict the reactants needed to synthesize it. The reactants are: [OH:1][CH2:2][CH2:3][N:4]([CH3:18])[CH2:5][CH:6]([OH:17])[CH2:7][C:8]1([N+:14]([O-])=O)[CH2:13][CH2:12][CH2:11][CH2:10][CH2:9]1. (4) The reactants are: CC([N:5]([CH2:9][CH:10]([NH:18][C:19]([C:21]1[S:22][CH:23]=[C:24]([C:28]2[N:32]([CH3:33])[N:31]=[CH:30][CH:29]=2)[C:25]=1[O:26][CH3:27])=[O:20])[CH2:11][C:12]1[CH:17]=[CH:16][CH:15]=[CH:14][CH:13]=1)C(=O)[O-])(C)C. Given the product [NH2:5][CH2:9][CH:10]([NH:18][C:19]([C:21]1[S:22][CH:23]=[C:24]([C:28]2[N:32]([CH3:33])[N:31]=[CH:30][CH:29]=2)[C:25]=1[O:26][CH3:27])=[O:20])[CH2:11][C:12]1[CH:13]=[CH:14][CH:15]=[CH:16][CH:17]=1, predict the reactants needed to synthesize it.